Dataset: Reaction yield outcomes from USPTO patents with 853,638 reactions. Task: Predict the reaction yield, written as a fraction of the theoretical maximum amount of product (1.0 means a 100% yield; for example, 0.34 means a 34% yield). (1) The reactants are FC(F)(F)S(O[C:7]1[CH:8]=[C:9]2[C:17](=[CH:18][CH:19]=1)[C:16]1[O:15][C:14]([C:20]3[O:24][N:23]=[C:22]([C:25]4[CH:30]=[CH:29][CH:28]=[CH:27][CH:26]=4)[C:21]=3[C:31]([F:34])([F:33])[F:32])=[N:13][C:12]=1[CH2:11][CH2:10]2)(=O)=O.[CH2:37]([Sn](CCCC)(CCCC)C=C)[CH2:38]CC.[Cl-].[Li+]. The catalyst is O1CCOCC1.C1C=CC([P]([Pd]([P](C2C=CC=CC=2)(C2C=CC=CC=2)C2C=CC=CC=2)([P](C2C=CC=CC=2)(C2C=CC=CC=2)C2C=CC=CC=2)[P](C2C=CC=CC=2)(C2C=CC=CC=2)C2C=CC=CC=2)(C2C=CC=CC=2)C2C=CC=CC=2)=CC=1. The product is [C:25]1([C:22]2[C:21]([C:31]([F:33])([F:32])[F:34])=[C:20]([C:14]3[O:15][C:16]4[C:17]5[C:9](=[CH:8][C:7]([CH:37]=[CH2:38])=[CH:19][CH:18]=5)[CH2:10][CH2:11][C:12]=4[N:13]=3)[O:24][N:23]=2)[CH:30]=[CH:29][CH:28]=[CH:27][CH:26]=1. The yield is 0.460. (2) The reactants are [H-].[Na+].[CH3:3][NH:4][C:5]([N:7]1[C:15]2[C:10](=[CH:11][C:12]([OH:16])=[CH:13][CH:14]=2)[CH2:9][CH2:8]1)=[O:6].[NH2:17][C:18]1[CH:23]=[C:22](Cl)[CH:21]=[CH:20][N:19]=1. The catalyst is CS(C)=O. The product is [CH3:3][NH:4][C:5]([N:7]1[C:15]2[C:10](=[CH:11][C:12]([O:16][C:22]3[CH:21]=[CH:20][N:19]=[C:18]([NH2:17])[CH:23]=3)=[CH:13][CH:14]=2)[CH2:9][CH2:8]1)=[O:6]. The yield is 0.0460. (3) The reactants are [F:1][C:2]([F:17])([F:16])[CH2:3][CH2:4][O:5][C:6]1[CH:15]=[CH:14][C:9]([C:10]([O:12]C)=[O:11])=[CH:8][N:7]=1.[OH-].[Na+]. The catalyst is CO. The product is [F:17][C:2]([F:1])([F:16])[CH2:3][CH2:4][O:5][C:6]1[CH:15]=[CH:14][C:9]([C:10]([OH:12])=[O:11])=[CH:8][N:7]=1. The yield is 0.860. (4) The catalyst is C(O)C. The product is [Cl:30][C:24]1[CH:23]=[C:22]([C:19]2[CH:20]=[CH:21][N:17]([C@@H:15]([CH3:16])[CH2:14][NH:13][C:11]([C:8]3[CH:7]=[C:6]([CH:3]([OH:5])[CH3:4])[O:10][N:9]=3)=[O:12])[N:18]=2)[CH:27]=[CH:26][C:25]=1[C:28]#[N:29]. The yield is 0.960. The reactants are [BH4-].[Na+].[C:3]([C:6]1[O:10][N:9]=[C:8]([C:11]([NH:13][CH2:14][C@@H:15]([N:17]2[CH:21]=[CH:20][C:19]([C:22]3[CH:27]=[CH:26][C:25]([C:28]#[N:29])=[C:24]([Cl:30])[CH:23]=3)=[N:18]2)[CH3:16])=[O:12])[CH:7]=1)(=[O:5])[CH3:4]. (5) The reactants are [CH:1]12[CH2:7][CH:4]([CH:5]=[CH:6]1)[CH:3]=[CH:2]2.ClS([N:12]=[C:13]=[O:14])(=O)=O.S([O-])([O-])=O.[Na+].[Na+].O.[OH-].[Na+]. The catalyst is C(Cl)Cl. The product is [CH:1]12[CH2:7][CH:4]([CH:5]=[CH:6]1)[CH:3]1[CH:2]2[NH:12][C:13]1=[O:14]. The yield is 0.650. (6) The reactants are [Si]([O:8]/[N:9]=[C:10]1\[NH:11][C@@H:12]([C:22]2[CH:27]=[CH:26][C:25]([F:28])=[CH:24][C:23]=2[Br:29])[CH2:13][C:14]2[N:15]=[C:16]([NH2:21])[N:17]=[C:18]([CH3:20])[C:19]\1=2)(C(C)(C)C)(C)C.C(O)(C(F)(F)F)=O.O. The catalyst is O1CCOCC1. The product is [NH2:21][C:16]1[N:17]=[C:18]([CH3:20])[C:19]2=[C:14]([CH2:13][C@H:12]([C:22]3[CH:27]=[CH:26][C:25]([F:28])=[CH:24][C:23]=3[Br:29])[NH:11]/[C:10]/2=[N:9]\[OH:8])[N:15]=1. The yield is 0.700.